From a dataset of CYP2D6 inhibition data for predicting drug metabolism from PubChem BioAssay. Regression/Classification. Given a drug SMILES string, predict its absorption, distribution, metabolism, or excretion properties. Task type varies by dataset: regression for continuous measurements (e.g., permeability, clearance, half-life) or binary classification for categorical outcomes (e.g., BBB penetration, CYP inhibition). Dataset: cyp2d6_veith. (1) The molecule is O=C(c1ccncc1)N1CCC[C@@]2(CCN(C(c3ccccc3)c3ccccc3)C2)C1. The result is 1 (inhibitor). (2) The compound is O=S1(=O)CCN2C=Nc3sc4c(c3C2=N1)CCCC4. The result is 0 (non-inhibitor).